From a dataset of PAMPA (Parallel Artificial Membrane Permeability Assay) permeability data from NCATS. Regression/Classification. Given a drug SMILES string, predict its absorption, distribution, metabolism, or excretion properties. Task type varies by dataset: regression for continuous measurements (e.g., permeability, clearance, half-life) or binary classification for categorical outcomes (e.g., BBB penetration, CYP inhibition). Dataset: pampa_ncats. (1) The drug is C1=CC=C(C=C1)C2=CSC(=N2)NC(=O)C3=C(C=NC=C3)NS(=O)(=O)C4=CN=CC=C4. The result is 1 (high permeability). (2) The drug is COC1=CC(=CN2C1=NC=C2C3=NC(=CC=C3)NC4CNC4)Cl. The result is 0 (low-to-moderate permeability). (3) The drug is CC1=C(C(=NO1)C)C2=CSC(=N2)N3CCC(CC3)C(=O)N. The result is 1 (high permeability). (4) The compound is COC1=C(C=C(C=C1)Cl)C(=O)NC2=CC=C(C=C2)NC(=O)C3=CC=CO3. The result is 1 (high permeability).